Dataset: Forward reaction prediction with 1.9M reactions from USPTO patents (1976-2016). Task: Predict the product of the given reaction. (1) Given the reactants [H-].[H-].[H-].[H-].[Li+].[Al+3].[CH2:7]([C:9]1[CH:14]=[CH:13][C:12]([C:15]2[CH:19]=[C:18]([CH3:20])[S:17][C:16]=2[CH2:21][O:22][C:23]2[CH:28]=[CH:27][C:26]([CH2:29][CH2:30][C:31](OCC)=[O:32])=[C:25]([F:36])[C:24]=2[F:37])=[CH:11][CH:10]=1)[CH3:8], predict the reaction product. The product is: [CH2:7]([C:9]1[CH:10]=[CH:11][C:12]([C:15]2[CH:19]=[C:18]([CH3:20])[S:17][C:16]=2[CH2:21][O:22][C:23]2[CH:28]=[CH:27][C:26]([CH2:29][CH2:30][CH2:31][OH:32])=[C:25]([F:36])[C:24]=2[F:37])=[CH:13][CH:14]=1)[CH3:8]. (2) Given the reactants [CH:1]([N:14]1[CH2:17][C:16]([CH2:19][O:20][C:21]2[C:29]([CH:30]3[CH2:32][CH2:31]3)=[CH:28][C:24]([C:25](O)=[O:26])=[C:23]([F:33])[CH:22]=2)([CH3:18])[CH2:15]1)([C:8]1[CH:13]=[CH:12][CH:11]=[CH:10][CH:9]=1)[C:2]1[CH:7]=[CH:6][CH:5]=[CH:4][CH:3]=1.[CH:34]1([S:37]([NH2:40])(=[O:39])=[O:38])[CH2:36][CH2:35]1, predict the reaction product. The product is: [CH:1]([N:14]1[CH2:15][C:16]([CH2:19][O:20][C:21]2[C:29]([CH:30]3[CH2:32][CH2:31]3)=[CH:28][C:24]([C:25]([NH:40][S:37]([CH:34]3[CH2:36][CH2:35]3)(=[O:39])=[O:38])=[O:26])=[C:23]([F:33])[CH:22]=2)([CH3:18])[CH2:17]1)([C:8]1[CH:13]=[CH:12][CH:11]=[CH:10][CH:9]=1)[C:2]1[CH:7]=[CH:6][CH:5]=[CH:4][CH:3]=1. (3) Given the reactants Cl[S:2]([C:5]1[CH:14]=[CH:13][C:12]2[NH:11][C:10](=[O:15])[C:9]3[NH:16][CH:17]=[C:18]([C:19]([OH:21])=[O:20])[C:8]=3[C:7]=2[CH:6]=1)(=[O:4])=[O:3].[F:22][C:23]1[CH:29]=[CH:28][C:26]([NH2:27])=[C:25]([CH3:30])[CH:24]=1, predict the reaction product. The product is: [F:22][C:23]1[CH:29]=[CH:28][C:26]([NH:27][S:2]([C:5]2[CH:14]=[CH:13][C:12]3[NH:11][C:10](=[O:15])[C:9]4[NH:16][CH:17]=[CH:18][C:8]=4[C:7]=3[CH:6]=2)(=[O:3])=[O:4])=[C:25]([CH3:30])[CH:24]=1.[CH2:18]([C:19]([O-:21])=[O:20])[CH3:17]. (4) Given the reactants [CH3:1][NH:2][CH2:3][C:4]1[CH:9]=[CH:8][C:7]([CH2:10][CH2:11][OH:12])=[CH:6][CH:5]=1.[C:13](=[O:24])([O:19][C:20]([CH3:23])([CH3:22])[CH3:21])OC(C)(C)C.O, predict the reaction product. The product is: [C:20]([O:19][C:13](=[O:24])[N:2]([CH2:3][C:4]1[CH:9]=[CH:8][C:7]([CH2:10][CH2:11][OH:12])=[CH:6][CH:5]=1)[CH3:1])([CH3:21])([CH3:22])[CH3:23]. (5) Given the reactants I[C:2]1[N:3]=[C:4]([NH2:23])[C:5]2[N:6]=[C:7]([NH:20][CH2:21][CH3:22])[N:8]([C:18]=2[N:19]=1)[C@@H:9]1[O:17][C@H:14]([CH2:15][OH:16])[C@@H:12]([OH:13])[C@H:10]1[OH:11].[CH:24]#[C:25][CH2:26][CH2:27][CH2:28][CH3:29], predict the reaction product. The product is: [C:24]([C:2]1[N:3]=[C:4]([NH2:23])[C:5]2[N:6]=[C:7]([NH:20][CH2:21][CH3:22])[N:8]([C:18]=2[N:19]=1)[C@@H:9]1[O:17][C@H:14]([CH2:15][OH:16])[C@@H:12]([OH:13])[C@H:10]1[OH:11])#[C:25][CH2:26][CH2:27][CH2:28][CH3:29]. (6) Given the reactants [CH3:1][C:2]1[NH:3][C:4]2[C:9]([CH:10]=1)=[C:8]([C:11]([F:14])([F:13])[F:12])[C:7]([C:15]#[N:16])=[CH:6][CH:5]=2.Cl[CH2:18][CH2:19][O:20][CH2:21][CH2:22][O:23][CH3:24], predict the reaction product. The product is: [CH3:1][C:2]1[N:3]([CH2:18][CH2:19][O:20][CH2:21][CH2:22][O:23][CH3:24])[C:4]2[C:9]([CH:10]=1)=[C:8]([C:11]([F:12])([F:14])[F:13])[C:7]([C:15]#[N:16])=[CH:6][CH:5]=2.